From a dataset of Forward reaction prediction with 1.9M reactions from USPTO patents (1976-2016). Predict the product of the given reaction. Given the reactants [CH3:1]C(C)([O-])C.[K+].[I-].C[S+](C)(C)=O.[O:13]1[CH2:18][CH2:17][CH2:16][O:15][CH:14]1[C:19]1[CH:24]=[CH:23][C:22]([C:25]2[S:26][C:27]3[CH:32]=[C:31]([C:33]([C:35]4[CH:40]=[CH:39][CH:38]=[CH:37][CH:36]=4)=[CH2:34])[N:30]=[CH:29][C:28]=3[N:41]=2)=[C:21]([F:42])[CH:20]=1, predict the reaction product. The product is: [O:15]1[CH2:16][CH2:17][CH2:18][O:13][CH:14]1[C:19]1[CH:24]=[CH:23][C:22]([C:25]2[S:26][C:27]3[CH:32]=[C:31]([C:33]4([C:35]5[CH:36]=[CH:37][CH:38]=[CH:39][CH:40]=5)[CH2:1][CH2:34]4)[N:30]=[CH:29][C:28]=3[N:41]=2)=[C:21]([F:42])[CH:20]=1.